This data is from Forward reaction prediction with 1.9M reactions from USPTO patents (1976-2016). The task is: Predict the product of the given reaction. (1) The product is: [OH:54][CH2:2][C:3]([NH:5][CH2:6][C:7]1[CH:8]=[C:9]([CH:49]=[CH:50][CH:51]=1)[CH2:10][N:11]1[C:16]([CH3:17])=[CH:15][C:14]([O:18][CH2:19][C:20]2[CH:46]=[CH:45][CH:44]=[CH:43][C:21]=2[CH2:22][NH:23][C:24]([NH:26][C:27]2[N:31]([C:80]3[CH:85]=[CH:84][C:83]([OH:86])=[C:82]([Cl:87])[CH:81]=3)[N:30]=[C:29]([C:39]([CH3:40])([CH3:42])[CH3:41])[CH:28]=2)=[O:25])=[C:13]([Cl:47])[C:12]1=[O:48])=[O:4]. Given the reactants N[CH2:2][C:3]([NH:5][CH2:6][C:7]1[CH:8]=[C:9]([CH:49]=[CH:50][CH:51]=1)[CH2:10][N:11]1[C:16]([CH3:17])=[CH:15][C:14]([O:18][CH2:19][C:20]2[CH:46]=[CH:45][CH:44]=[CH:43][C:21]=2[CH2:22][NH:23][C:24]([NH:26][C:27]2[N:31](C3C=CC=C(O)C=3)[N:30]=[C:29]([C:39]([CH3:42])([CH3:41])[CH3:40])[CH:28]=2)=[O:25])=[C:13]([Cl:47])[C:12]1=[O:48])=[O:4].C(O)(=O)C[OH:54].NC1N(C2C=C(O)C=CC=2)N=C(C(C)(C)C)C=1.NC1N([C:80]2[CH:85]=[CH:84][C:83]([OH:86])=[C:82]([Cl:87])[CH:81]=2)N=C(C(C)(C)C)C=1, predict the reaction product. (2) Given the reactants C[O:2][C:3](=[O:36])[C@@H:4]([NH:18][C:19](=[O:35])[C:20]1[CH:25]=[C:24]([Br:26])[CH:23]=[CH:22][C:21]=1[O:27][CH2:28][C:29]1[CH:34]=[CH:33][CH:32]=[CH:31][CH:30]=1)[CH2:5][C:6]1[CH:11]=[CH:10][C:9]([C:12]2[CH:17]=[CH:16][CH:15]=[CH:14][CH:13]=2)=[CH:8][CH:7]=1.[Li+].[OH-], predict the reaction product. The product is: [CH2:28]([O:27][C:21]1[CH:22]=[CH:23][C:24]([Br:26])=[CH:25][C:20]=1[C:19]([NH:18][C@@H:4]([CH2:5][C:6]1[CH:11]=[CH:10][C:9]([C:12]2[CH:13]=[CH:14][CH:15]=[CH:16][CH:17]=2)=[CH:8][CH:7]=1)[C:3]([OH:36])=[O:2])=[O:35])[C:29]1[CH:30]=[CH:31][CH:32]=[CH:33][CH:34]=1. (3) Given the reactants [O:1]=[C:2]1[CH2:10][C:9]2[C:4](=[CH:5][C:6]([C:11]([C:13]3[CH:14]=[C:15]([NH:19][C:20]([C:22]4[S:23][CH:24]=[CH:25][CH:26]=4)=[O:21])[CH:16]=[CH:17][CH:18]=3)=[O:12])=[CH:7][CH:8]=2)[NH:3]1.[CH:27](OCC)=[O:28].[O-]CC.[Na+].Cl, predict the reaction product. The product is: [OH:28][CH:27]=[C:10]1[C:9]2[C:4](=[CH:5][C:6]([C:11]([C:13]3[CH:14]=[C:15]([NH:19][C:20]([C:22]4[S:23][CH:24]=[CH:25][CH:26]=4)=[O:21])[CH:16]=[CH:17][CH:18]=3)=[O:12])=[CH:7][CH:8]=2)[NH:3][C:2]1=[O:1]. (4) Given the reactants [CH3:1][O:2][CH2:3][C:4]([C:7]1[CH:12]=[CH:11][C:10]([N+:13]([O-])=O)=[CH:9][CH:8]=1)([CH3:6])[CH3:5].CC(O)=O, predict the reaction product. The product is: [CH3:1][O:2][CH2:3][C:4]([C:7]1[CH:8]=[CH:9][C:10]([NH2:13])=[CH:11][CH:12]=1)([CH3:6])[CH3:5]. (5) Given the reactants C([O:3][C:4](=[O:23])[CH2:5][CH:6]([C:17]1[CH:22]=[CH:21][CH:20]=[CH:19][CH:18]=1)[C:7]([C:9]1[CH:14]=[CH:13][C:12]([O:15][CH3:16])=[CH:11][CH:10]=1)=[O:8])C.O.[OH-].[Na+], predict the reaction product. The product is: [CH3:16][O:15][C:12]1[CH:11]=[CH:10][C:9]([C:7](=[O:8])[CH:6]([C:17]2[CH:22]=[CH:21][CH:20]=[CH:19][CH:18]=2)[CH2:5][C:4]([OH:23])=[O:3])=[CH:14][CH:13]=1.